From a dataset of Catalyst prediction with 721,799 reactions and 888 catalyst types from USPTO. Predict which catalyst facilitates the given reaction. (1) Reactant: [C:1]([O:5][CH:6]([C:10]1[C:11]([CH:29]([CH3:31])[CH3:30])=[N:12][C:13]2[C:14]([CH3:28])([CH3:27])[CH2:15][NH:16][CH2:17][C:18]=2[C:19]=1[C:20]1[CH:25]=[CH:24][C:23]([F:26])=[CH:22][CH:21]=1)[C:7]([OH:9])=[O:8])([CH3:4])([CH3:3])[CH3:2].CCN(CC)CC.[C:39]1([C@@H:45]2[CH2:47][C@H:46]2[C:48](Cl)=[O:49])[CH:44]=[CH:43][CH:42]=[CH:41][CH:40]=1.CO. Product: [C:1]([O:5][CH:6]([C:10]1[C:11]([CH:29]([CH3:31])[CH3:30])=[N:12][C:13]2[C:14]([CH3:28])([CH3:27])[CH2:15][N:16]([C:48]([C@@H:46]3[CH2:47][C@H:45]3[C:39]3[CH:44]=[CH:43][CH:42]=[CH:41][CH:40]=3)=[O:49])[CH2:17][C:18]=2[C:19]=1[C:20]1[CH:21]=[CH:22][C:23]([F:26])=[CH:24][CH:25]=1)[C:7]([OH:9])=[O:8])([CH3:4])([CH3:3])[CH3:2]. The catalyst class is: 2. (2) Reactant: Cl.[CH3:2][NH:3][O:4][CH3:5].N1C=CC=CC=1.[C:12]1([CH2:18][CH2:19][C:20](Cl)=[O:21])[CH:17]=[CH:16][CH:15]=[CH:14][CH:13]=1. Product: [CH3:5][O:4][N:3]([CH3:2])[C:20](=[O:21])[CH2:19][CH2:18][C:12]1[CH:17]=[CH:16][CH:15]=[CH:14][CH:13]=1. The catalyst class is: 4. (3) Reactant: C(NC(C)C)(C)C.C([Li])CCC.[CH3:13][C:14]1([CH3:23])[N:18]2[C:19](=[O:22])[CH2:20][CH2:21][C@H:17]2[CH2:16][O:15]1.[CH3:24][Si:25](Cl)([CH3:27])[CH3:26]. Product: [CH3:13][C:14]1([CH3:23])[N:18]2[C:19]([O:22][Si:25]([CH3:27])([CH3:26])[CH3:24])=[CH:20][CH2:21][C@H:17]2[CH2:16][O:15]1. The catalyst class is: 1. (4) Reactant: [F:1][C:2]1([F:36])[CH2:5][CH:4]([C:6]2[O:10][N:9]=[C:8]([C:11]3[CH:12]=[CH:13][C:14]([CH3:35])=[C:15]([NH:17][C:18]([C:20]4[N:24]5[CH:25]=[CH:26][C:27]([C:29]#[C:30][Si](C)(C)C)=[CH:28][C:23]5=[N:22][CH:21]=4)=[O:19])[CH:16]=3)[N:7]=2)[CH2:3]1.C([O-])([O-])=O.[K+].[K+]. Product: [F:36][C:2]1([F:1])[CH2:5][CH:4]([C:6]2[O:10][N:9]=[C:8]([C:11]3[CH:12]=[CH:13][C:14]([CH3:35])=[C:15]([NH:17][C:18]([C:20]4[N:24]5[CH:25]=[CH:26][C:27]([C:29]#[CH:30])=[CH:28][C:23]5=[N:22][CH:21]=4)=[O:19])[CH:16]=3)[N:7]=2)[CH2:3]1. The catalyst class is: 24.